From a dataset of Forward reaction prediction with 1.9M reactions from USPTO patents (1976-2016). Predict the product of the given reaction. (1) Given the reactants [CH3:1][C:2]1[CH:7]=[C:6]([CH3:8])[CH:5]=[C:4]([CH3:9])[C:3]=1[NH2:10].[Br:11][C:12]1[C:13]([Cl:19])=[N:14][C:15]([Cl:18])=[N:16][CH:17]=1, predict the reaction product. The product is: [Br:11][C:12]1[C:13]([Cl:19])=[N:14][C:15]([NH:10][C:3]2[C:4]([CH3:9])=[CH:5][C:6]([CH3:8])=[CH:7][C:2]=2[CH3:1])=[N:16][CH:17]=1.[Br:11][C:12]1[C:13]([NH:10][C:3]2[C:4]([CH3:9])=[CH:5][C:6]([CH3:8])=[CH:7][C:2]=2[CH3:1])=[N:14][C:15]([Cl:18])=[N:16][CH:17]=1. (2) Given the reactants C1(P(N=[N+]=[N-])(C2C=CC=CC=2)=[O:8])C=CC=CC=1.[F:18][C:19]1[C:27]([O:28][CH3:29])=[CH:26][CH:25]=[CH:24][C:20]=1C(O)=O.C([N:32]([CH2:35]C)CC)C.[F:37][C:38]1[CH:45]=[CH:44][CH:43]=[C:42]([F:46])[C:39]=1[CH2:40][NH2:41], predict the reaction product. The product is: [F:18][C:19]1[C:27]([O:28][CH3:29])=[CH:26][CH:25]=[CH:24][C:20]=1[NH:32][C:35]([NH:41][CH2:40][C:39]1[C:38]([F:37])=[CH:45][CH:44]=[CH:43][C:42]=1[F:46])=[O:8]. (3) The product is: [I:29][C:3]1[C:2]([O:1][CH3:30])=[CH:15][C:14]2[C@:13]34[CH2:16][CH2:17][N:18]([C:19]([O:21][CH2:22][C:23]5[CH:24]=[CH:25][CH:26]=[CH:27][CH:28]=5)=[O:20])[C@@H:7]([C@@H:8]3[CH2:9][CH2:10][CH2:11][CH2:12]4)[CH2:6][C:5]=2[CH:4]=1. Given the reactants [OH:1][C:2]1[C:3]([I:29])=[CH:4][C:5]2[CH2:6][C@H:7]3[N:18]([C:19]([O:21][CH2:22][C:23]4[CH:28]=[CH:27][CH:26]=[CH:25][CH:24]=4)=[O:20])[CH2:17][CH2:16][C@@:13]4([C:14]=2[CH:15]=1)[C@H:8]3[CH2:9][CH2:10][CH2:11][CH2:12]4.[C:30]([O-])([O-])=O.[K+].[K+].IC.O, predict the reaction product. (4) The product is: [F:2][C:3]1[CH:8]=[CH:7][C:6]([NH:9][C:10]2[CH:15]=[CH:14][N:13]=[C:12]([NH:16][C:17]3[CH:22]=[CH:21][C:20]([S:23]([N:29]([CH3:28])[CH:30]4[CH2:31][CH2:32][N:33]([CH2:36][C:37]5[S:38][CH:39]=[CH:40][CH:41]=5)[CH2:34][CH2:35]4)(=[O:25])=[O:24])=[CH:19][CH:18]=3)[N:11]=2)=[CH:5][CH:4]=1. Given the reactants Cl.[F:2][C:3]1[CH:8]=[CH:7][C:6]([NH:9][C:10]2[CH:15]=[CH:14][N:13]=[C:12]([NH:16][C:17]3[CH:22]=[CH:21][C:20]([S:23](Cl)(=[O:25])=[O:24])=[CH:19][CH:18]=3)[N:11]=2)=[CH:5][CH:4]=1.Cl.[CH3:28][NH:29][CH:30]1[CH2:35][CH2:34][N:33]([CH2:36][C:37]2[S:38][CH:39]=[CH:40][CH:41]=2)[CH2:32][CH2:31]1, predict the reaction product.